This data is from Forward reaction prediction with 1.9M reactions from USPTO patents (1976-2016). The task is: Predict the product of the given reaction. (1) Given the reactants [CH3:1][S:2]([N:5]1[CH2:10][CH2:9][CH:8]([NH2:11])[CH2:7][CH2:6]1)(=[O:4])=[O:3].[CH2:12]([O:14][C:15](=[O:20])[C:16](Br)([CH3:18])[CH3:17])[CH3:13].O, predict the reaction product. The product is: [CH2:12]([O:14][C:15](=[O:20])[C:16]([NH:11][CH:8]1[CH2:7][CH2:6][N:5]([S:2]([CH3:1])(=[O:4])=[O:3])[CH2:10][CH2:9]1)([CH3:18])[CH3:17])[CH3:13]. (2) Given the reactants C(=O)([O-])O.[Na+].Br.[S:7]1[CH:11]=[CH:10][C:9]2[CH:12]=[C:13]([C:16]3[N:17]4[CH2:23][CH2:22][N:21]=[C:18]4[S:19][CH:20]=3)[CH:14]=[CH:15][C:8]1=2, predict the reaction product. The product is: [S:7]1[CH:11]=[CH:10][C:9]2[CH:12]=[C:13]([C:16]3[N:17]4[CH2:23][CH2:22][N:21]=[C:18]4[S:19][CH:20]=3)[CH:14]=[CH:15][C:8]1=2. (3) Given the reactants [I:1][C:2]1[CH:3]=[C:4]2[C:8](=[CH:9][CH:10]=1)[NH:7][C:6](=[O:11])[C:5]2=O.[NH2:13][C:14]1[CH:23]=[CH:22][C:21]([N+:24]([O-:26])=[O:25])=[CH:20][C:15]=1[C:16]([NH:18][NH2:19])=[O:17], predict the reaction product. The product is: [I:1][C:2]1[CH:3]=[C:4]2[C:8](=[CH:9][CH:10]=1)[NH:7][C:6](=[O:11])[C:5]2=[N:19][NH:18][C:16](=[O:17])[C:15]1[CH:20]=[C:21]([N+:24]([O-:26])=[O:25])[CH:22]=[CH:23][C:14]=1[NH2:13]. (4) The product is: [CH2:1]([N:8]1[CH2:13][CH2:12][O:11][C@H:10]([C:14]([C:16]2[CH:21]=[CH:20][CH:19]=[CH:18][CH:17]=2)=[O:27])[CH2:9]1)[C:2]1[CH:7]=[CH:6][CH:5]=[CH:4][CH:3]=1. Given the reactants [CH2:1]([N:8]1[CH2:13][CH2:12][O:11][CH:10]([C:14]#N)[CH2:9]1)[C:2]1[CH:7]=[CH:6][CH:5]=[CH:4][CH:3]=1.[C:16]1([Mg]Cl)[CH:21]=[CH:20][CH:19]=[CH:18][CH:17]=1.Cl.C([O:27]CC)C, predict the reaction product. (5) Given the reactants [Cl:1][C:2]1[CH:3]=[C:4]([NH:17][C:18]2[C:19]3[C:20](=[CH:24][N:25]([CH2:27][C:28]4[CH:36]=[CH:35][C:31]([C:32]([OH:34])=O)=[CH:30][CH:29]=4)[N:26]=3)[N:21]=[CH:22][N:23]=2)[CH:5]=[CH:6][C:7]=1[O:8][CH2:9][C:10]1[CH:15]=[CH:14][CH:13]=[C:12]([F:16])[CH:11]=1.[CH3:37][O:38][CH2:39][CH2:40][NH2:41].ON1C2C=CC=CC=2N=N1.Cl.CN(C)CCCN=C=NCC, predict the reaction product. The product is: [Cl:1][C:2]1[CH:3]=[C:4]([NH:17][C:18]2[C:19]3[C:20](=[CH:24][N:25]([CH2:27][C:28]4[CH:36]=[CH:35][C:31]([C:32]([NH:41][CH2:40][CH2:39][O:38][CH3:37])=[O:34])=[CH:30][CH:29]=4)[N:26]=3)[N:21]=[CH:22][N:23]=2)[CH:5]=[CH:6][C:7]=1[O:8][CH2:9][C:10]1[CH:15]=[CH:14][CH:13]=[C:12]([F:16])[CH:11]=1. (6) The product is: [C:19]([O:22][C:23]([NH:3][CH2:4][C:5]1[CH:6]=[CH:7][CH:8]=[C:9]2[C:13]=1[N:12]([CH2:14][C:15]([OH:17])=[O:16])[CH:11]=[CH:10]2)=[O:24])([CH3:21])([CH3:20])[CH3:18]. Given the reactants [OH-].[Na+].[NH2:3][CH2:4][C:5]1[CH:6]=[CH:7][CH:8]=[C:9]2[C:13]=1[N:12]([CH2:14][C:15]([OH:17])=[O:16])[CH:11]=[CH:10]2.[CH3:18][C:19]([O:22][C:23](O[C:23]([O:22][C:19]([CH3:21])([CH3:20])[CH3:18])=[O:24])=[O:24])([CH3:21])[CH3:20], predict the reaction product.